From a dataset of Forward reaction prediction with 1.9M reactions from USPTO patents (1976-2016). Predict the product of the given reaction. (1) Given the reactants [F:1][C:2]1[CH:3]=[C:4]2[C:8](=[CH:9][CH:10]=1)[NH:7][C:6](=[O:11])[C:5]2=[CH:12][C:13]1[CH:14]=[C:15]([CH:29]=[CH:30][CH:31]=1)[C:16]([NH:18][CH2:19][CH2:20][CH2:21][CH2:22][CH2:23][CH2:24][CH2:25][C:26](O)=[O:27])=[O:17].C(N(CC)CC)C.ClC(OCC)=O.[NH2:45][OH:46], predict the reaction product. The product is: [F:1][C:2]1[CH:3]=[C:4]2[C:8](=[CH:9][CH:10]=1)[NH:7][C:6](=[O:11])[C:5]2=[CH:12][C:13]1[CH:14]=[C:15]([CH:29]=[CH:30][CH:31]=1)[C:16]([NH:18][CH2:19][CH2:20][CH2:21][CH2:22][CH2:23][CH2:24][CH2:25][C:26]([NH:45][OH:46])=[O:27])=[O:17]. (2) Given the reactants F[C:2]1[C:7]([N+:8]([O-:10])=[O:9])=[CH:6][CH:5]=[CH:4][N:3]=1.[O:11]1[CH2:16][CH2:15][CH:14]([OH:17])[CH2:13][CH2:12]1, predict the reaction product. The product is: [N+:8]([C:7]1[C:2]([O:17][CH:14]2[CH2:15][CH2:16][O:11][CH2:12][CH2:13]2)=[N:3][CH:4]=[CH:5][CH:6]=1)([O-:10])=[O:9]. (3) Given the reactants [I:1][C:2]1[C:10]2[C:5](=[N:6][CH:7]=[N:8][C:9]=2[NH2:11])[NH:4][N:3]=1.[O:12]1[C:14]2([CH2:19][CH2:18][N:17]([C:20]([O:22][C:23]([CH3:26])([CH3:25])[CH3:24])=[O:21])[CH2:16][CH2:15]2)[CH2:13]1.C(=O)([O-])[O-].[Cs+].[Cs+], predict the reaction product. The product is: [NH2:11][C:9]1[N:8]=[CH:7][N:6]=[C:5]2[N:4]([CH2:13][C:14]3([OH:12])[CH2:15][CH2:16][N:17]([C:20]([O:22][C:23]([CH3:26])([CH3:25])[CH3:24])=[O:21])[CH2:18][CH2:19]3)[N:3]=[C:2]([I:1])[C:10]=12. (4) Given the reactants [CH:1]([C:3]1[CH:12]=[CH:11][C:6]([C:7]([O:9][CH3:10])=[O:8])=[CH:5][CH:4]=1)=O.Cl.[NH2:14][OH:15].C([O-])(=O)C.[Na+], predict the reaction product. The product is: [OH:15][N:14]=[CH:1][C:3]1[CH:12]=[CH:11][C:6]([C:7]([O:9][CH3:10])=[O:8])=[CH:5][CH:4]=1.